Dataset: Full USPTO retrosynthesis dataset with 1.9M reactions from patents (1976-2016). Task: Predict the reactants needed to synthesize the given product. The reactants are: [NH2:1][C:2]1[CH:3]=[N:4][C:5]([O:11][CH2:12][CH3:13])=[C:6]([CH:10]=1)[C:7]([OH:9])=O.[C:14]1([C:20]2[CH:24]=[C:23]([CH2:25][N:26]3[CH2:31][CH2:30][CH:29]([CH2:32][NH2:33])[CH2:28][CH2:27]3)[O:22][N:21]=2)[CH:19]=[CH:18][CH:17]=[CH:16][CH:15]=1. Given the product [NH2:1][C:2]1[CH:3]=[N:4][C:5]([O:11][CH2:12][CH3:13])=[C:6]([CH:10]=1)[C:7]([NH:33][CH2:32][CH:29]1[CH2:28][CH2:27][N:26]([CH2:25][C:23]2[O:22][N:21]=[C:20]([C:14]3[CH:19]=[CH:18][CH:17]=[CH:16][CH:15]=3)[CH:24]=2)[CH2:31][CH2:30]1)=[O:9], predict the reactants needed to synthesize it.